The task is: Predict which catalyst facilitates the given reaction.. This data is from Catalyst prediction with 721,799 reactions and 888 catalyst types from USPTO. (1) Product: [F:1][C:2]1[CH:3]=[CH:4][C:5]([C:8]2[CH:9]=[C:10]([C:13]3[S:14][CH:15]=[CH:16][CH:17]=3)[NH:11][N:12]=2)=[CH:6][CH:7]=1. Reactant: [F:1][C:2]1[CH:7]=[CH:6][C:5]([CH:8]2[NH:12][NH:11][C:10]([C:13]3[S:14][CH:15]=[CH:16][CH:17]=3)=[CH:9]2)=[CH:4][CH:3]=1. The catalyst class is: 661. (2) Reactant: Cl[C:2]1[O:3][C:4]([C:8]2[CH:13]=[CH:12][C:11]([O:14][CH3:15])=[CH:10][CH:9]=2)=[C:5]([CH3:7])[N:6]=1.[C:16](#[N:18])[CH3:17]. Product: [CH3:15][O:14][C:11]1[CH:12]=[CH:13][C:8]([C:4]2[O:3][C:2]([NH:18][C:16]3[CH:13]=[CH:12][CH:11]=[C:10]4[C:17]=3[CH2:5][CH:4]([OH:3])[CH2:8][CH2:9]4)=[N:6][C:5]=2[CH3:7])=[CH:9][CH:10]=1. The catalyst class is: 33. (3) Reactant: [I:1][C:2]1[CH:7]=[CH:6][C:5](/[C:8](/[C:12]2[CH:17]=[CH:16][C:15]([C:18]([F:21])([F:20])[F:19])=[CH:14][CH:13]=2)=[CH:9]\[CH2:10][OH:11])=[CH:4][CH:3]=1.[CH3:22][C:23]1[CH:33]=[C:32](OC/C=C(/C2C=CC(C#CCN3CCOCC3)=CC=2)\C2C=CC=CC=2)[CH:31]=[CH:30][C:24]=1[O:25][CH2:26][C:27]([OH:29])=[O:28].[C:59]1(P(C2C=CC=CC=2)C2C=CC=CC=2)C=CC=CC=1.N(C(OC(C)C)=O)=NC(OC(C)C)=O. Product: [I:1][C:2]1[CH:7]=[CH:6][C:5](/[C:8](/[C:12]2[CH:17]=[CH:16][C:15]([C:18]([F:19])([F:20])[F:21])=[CH:14][CH:13]=2)=[CH:9]\[CH2:10][O:11][C:32]2[CH:31]=[CH:30][C:24]([O:25][CH2:26][C:27]([O:29][CH3:59])=[O:28])=[C:23]([CH3:22])[CH:33]=2)=[CH:4][CH:3]=1. The catalyst class is: 359. (4) Product: [NH2:17][C:3]1[CH:4]=[C:5]([C:8]2[C:9]([CH3:15])([CH3:14])[CH2:10][C:11](=[O:12])[NH:21][N:22]=2)[CH:6]=[CH:7][C:2]=1[Cl:1]. The catalyst class is: 29. Reactant: [Cl:1][C:2]1[CH:7]=[CH:6][C:5]([C:8]2(O)[O:12][C:11](=O)[CH2:10][C:9]2([CH3:15])[CH3:14])=[CH:4][C:3]=1[N+:17]([O-])=O.O.[NH2:21][NH2:22].